This data is from Reaction yield outcomes from USPTO patents with 853,638 reactions. The task is: Predict the reaction yield, written as a fraction of the theoretical maximum amount of product (1.0 means a 100% yield; for example, 0.34 means a 34% yield). (1) The product is [CH3:11][C:3]1[CH:4]=[C:5]([N+:8]([O-:10])=[O:9])[CH:6]=[CH:7][C:2]=1/[C:22](/[CH3:15])=[CH:21]/[C:20]([O:24][CH2:25][CH2:26][CH2:27][CH3:28])=[O:23]. The catalyst is C([O-])(=O)C.[Pd+2].C([O-])(=O)C.O.CN1CCCC1=O. The reactants are Br[C:2]1[CH:7]=[CH:6][C:5]([N+:8]([O-:10])=[O:9])=[CH:4][C:3]=1[CH3:11].O.O.O.[C:15]([O-])(=O)C.[Na+].[C:20]([O:24][CH2:25][CH2:26][CH2:27][CH3:28])(=[O:23])[CH:21]=[CH2:22].C([O-])(=O)C.[Na+]. The yield is 0.860. (2) The reactants are [Br:1][C:2]1[CH:10]=[C:6]([C:7]([OH:9])=O)[C:5]([OH:11])=[CH:4][CH:3]=1.[Cl:12][C:13]1[CH:14]=[C:15]([CH:17]=[CH:18][CH:19]=1)[NH2:16]. No catalyst specified. The product is [Br:1][C:2]1[CH:3]=[CH:4][C:5]([OH:11])=[C:6]([CH:10]=1)[C:7]([NH:16][C:15]1[CH:17]=[CH:18][CH:19]=[C:13]([Cl:12])[CH:14]=1)=[O:9]. The yield is 0.631. (3) The reactants are [OH:1]OS([O-])=O.[K+].[O:7]=[C:8]([N:22]1[CH2:27][CH2:26][CH2:25][CH2:24][CH2:23]1)[CH:9]([C:14]1[CH:21]=[CH:20][C:17]([CH:18]=[O:19])=[CH:16][CH:15]=1)[CH2:10][CH2:11][CH2:12][CH3:13]. The catalyst is CN(C=O)C. The product is [O:7]=[C:8]([N:22]1[CH2:27][CH2:26][CH2:25][CH2:24][CH2:23]1)[CH:9]([C:14]1[CH:15]=[CH:16][C:17]([C:18]([OH:1])=[O:19])=[CH:20][CH:21]=1)[CH2:10][CH2:11][CH2:12][CH3:13]. The yield is 0.640. (4) The catalyst is C(Cl)Cl.CN(C1C=CN=CC=1)C. The reactants are [F:1][C:2]1[C:7]2[N:8]=[CH:9][O:10][C:6]=2[CH:5]=[C:4]2[NH:11][C:12](=[O:22])[N:13]([C:14]3[CH:19]=[CH:18][C:17]([I:20])=[CH:16][C:15]=3[F:21])[C:3]=12.C(N(CC)CC)C.[CH2:30]([C:33]1([S:36](Cl)(=[O:38])=[O:37])[CH2:35][CH2:34]1)[CH:31]=[CH2:32]. The product is [CH2:30]([C:33]1([S:36]([N:11]2[C:4]3=[CH:5][C:6]4[O:10][CH:9]=[N:8][C:7]=4[C:2]([F:1])=[C:3]3[N:13]([C:14]3[CH:19]=[CH:18][C:17]([I:20])=[CH:16][C:15]=3[F:21])[C:12]2=[O:22])(=[O:38])=[O:37])[CH2:35][CH2:34]1)[CH:31]=[CH2:32]. The yield is 0.890. (5) The reactants are [O:1]=[S:2]1(=O)[CH2:7][CH2:6][N:5]([CH:8]([C:13]2[CH:18]=[CH:17][CH:16]=[C:15]([C:19]3[CH:20]=[C:21]4[C:27]([C:28]5[CH:33]=[CH:32][CH:31]=[CH:30][C:29]=5[O:34][CH3:35])=[CH:26][N:25](S(C5C=CC(C)=CC=5)(=O)=O)[C:22]4=[N:23][CH:24]=3)[CH:14]=2)[CH2:9][C:10](O)=[O:11])[CH2:4][CH2:3]1.[CH3:47][NH:48][CH3:49].C(N(C(C)C)CC)(C)C.F[P-](F)(F)(F)(F)F.N1(OC(N(C)C)=[N+](C)C)C2N=CC=CC=2N=N1.[OH-:83].[K+]. The catalyst is CN(C=O)C.CO. The product is [O:83]=[S:2]1(=[O:1])[CH2:3][CH2:4][N:5]([CH:8]([C:13]2[CH:18]=[CH:17][CH:16]=[C:15]([C:19]3[CH:20]=[C:21]4[C:27]([C:28]5[CH:33]=[CH:32][CH:31]=[CH:30][C:29]=5[O:34][CH3:35])=[CH:26][NH:25][C:22]4=[N:23][CH:24]=3)[CH:14]=2)[CH2:9][C:10]([N:48]([CH3:49])[CH3:47])=[O:11])[CH2:6][CH2:7]1. The yield is 0.390.